From a dataset of Blood-brain barrier permeability classification from the B3DB database. Regression/Classification. Given a drug SMILES string, predict its absorption, distribution, metabolism, or excretion properties. Task type varies by dataset: regression for continuous measurements (e.g., permeability, clearance, half-life) or binary classification for categorical outcomes (e.g., BBB penetration, CYP inhibition). Dataset: b3db_classification. The drug is COc1cc2sc(C(C)(C)C)nc2cc1CNC1CCCNC1c1ccccc1. The result is 1 (penetrates BBB).